Dataset: Forward reaction prediction with 1.9M reactions from USPTO patents (1976-2016). Task: Predict the product of the given reaction. (1) Given the reactants [CH3:1][C:2]1([CH3:10])[O:9][C:7](=[O:8])[CH2:6][C:4](=[O:5])[O:3]1.[CH:11](OC)(OC)OC.[CH3:18][O:19][C:20]1[CH:21]=[C:22]([C:26]2[CH:27]=[C:28]([NH2:31])[S:29][CH:30]=2)[CH:23]=[CH:24][CH:25]=1.C(=O)([O-])[O-].[K+].[K+], predict the reaction product. The product is: [CH3:1][C:2]1([CH3:10])[O:9][C:7](=[O:8])[C:6](=[CH:11][NH:31][C:28]2[S:29][CH:30]=[C:26]([C:22]3[CH:23]=[CH:24][CH:25]=[C:20]([O:19][CH3:18])[CH:21]=3)[CH:27]=2)[C:4](=[O:5])[O:3]1. (2) The product is: [C:25]([NH:28][C:29]1[C:34]([F:35])=[C:33]([C:9]2[CH:14]=[CH:13][C:12]([Cl:15])=[C:11]([O:16][CH3:17])[C:10]=2[F:18])[N:32]=[C:31]([C:37]([O:39][CH3:40])=[O:38])[CH:30]=1)(=[O:27])[CH3:26]. Given the reactants NC1C(F)=C([C:9]2[CH:14]=[CH:13][C:12]([Cl:15])=[C:11]([O:16][CH3:17])[C:10]=2[F:18])N=C(C(OC(C)C)=O)C=1.[C:25]([NH:28][C:29]1[C:34]([F:35])=[C:33](Br)[N:32]=[C:31]([C:37]([O:39][CH3:40])=[O:38])[CH:30]=1)(=[O:27])[CH3:26], predict the reaction product.